Regression. Given a peptide amino acid sequence and an MHC pseudo amino acid sequence, predict their binding affinity value. This is MHC class I binding data. From a dataset of Peptide-MHC class I binding affinity with 185,985 pairs from IEDB/IMGT. (1) The peptide sequence is ATDALMTGY. The MHC is HLA-A02:02 with pseudo-sequence HLA-A02:02. The binding affinity (normalized) is 0.319. (2) The peptide sequence is VLAGGVLAAV. The MHC is HLA-A68:02 with pseudo-sequence HLA-A68:02. The binding affinity (normalized) is 0.623. (3) The peptide sequence is KARNIISPV. The MHC is HLA-A03:01 with pseudo-sequence HLA-A03:01. The binding affinity (normalized) is 0.0847. (4) The peptide sequence is LESLWAPFGV. The binding affinity (normalized) is 0. The MHC is HLA-B44:03 with pseudo-sequence HLA-B44:03. (5) The peptide sequence is MVAKYDLLV. The MHC is HLA-B51:01 with pseudo-sequence HLA-B51:01. The binding affinity (normalized) is 0.0847.